This data is from Forward reaction prediction with 1.9M reactions from USPTO patents (1976-2016). The task is: Predict the product of the given reaction. (1) Given the reactants [N:1]([CH2:4][C:5]1[C:13]2[S:12](=[O:15])(=[O:14])[N:11]=[C:10]([C:16]3[C:17](=[O:34])[C@@:18]([CH2:28][CH2:29][C:30]([CH3:33])([CH3:32])[CH3:31])([CH3:27])[C:19]4[C:24]([C:25]=3[OH:26])=[CH:23][CH:22]=[CH:21][CH:20]=4)[NH:9][C:8]=2[S:7][CH:6]=1)=[N+]=[N-], predict the reaction product. The product is: [NH2:1][CH2:4][C:5]1[C:13]2[S:12](=[O:15])(=[O:14])[N:11]=[C:10]([C:16]3[C:17](=[O:34])[C@@:18]([CH2:28][CH2:29][C:30]([CH3:33])([CH3:32])[CH3:31])([CH3:27])[C:19]4[C:24]([C:25]=3[OH:26])=[CH:23][CH:22]=[CH:21][CH:20]=4)[NH:9][C:8]=2[S:7][CH:6]=1. (2) Given the reactants FC(F)(F)C(O)=O.[CH2:8]([NH:12][C:13]1[NH:21][C:20]2[C:16]([N:17]=[C:18]([O:22][CH3:23])[N:19]=2)=[C:15]([NH2:24])[N:14]=1)[CH2:9][CH2:10][CH3:11].Br[CH2:26][CH2:27][CH2:28][CH:29]1[CH2:33][CH2:32][CH2:31][O:30]1, predict the reaction product. The product is: [CH2:8]([NH:12][C:13]1[N:21]=[C:20]2[C:16]([N:17]=[C:18]([O:22][CH3:23])[N:19]2[CH2:26][CH2:27][CH2:28][CH:29]2[CH2:33][CH2:32][CH2:31][O:30]2)=[C:15]([NH2:24])[N:14]=1)[CH2:9][CH2:10][CH3:11].